This data is from Full USPTO retrosynthesis dataset with 1.9M reactions from patents (1976-2016). The task is: Predict the reactants needed to synthesize the given product. (1) Given the product [OH:32][C@@H:31]([C:30]1[C:22]([CH3:21])=[C:23]2[C:27](=[CH:28][CH:29]=1)[C:26](=[O:34])[O:25][CH2:24]2)[CH2:33][N:18]1[CH2:19][CH2:20][C:13]2([CH2:12][N:11]([C:8]3[CH:7]=[CH:6][C:5]([S:2]([CH3:1])(=[O:3])=[O:4])=[CH:10][N:9]=3)[CH2:15][CH2:14]2)[CH2:16][CH2:17]1, predict the reactants needed to synthesize it. The reactants are: [CH3:1][S:2]([C:5]1[CH:6]=[CH:7][C:8]([N:11]2[CH2:15][CH2:14][C:13]3([CH2:20][CH2:19][NH:18][CH2:17][CH2:16]3)[CH2:12]2)=[N:9][CH:10]=1)(=[O:4])=[O:3].[CH3:21][C:22]1[C:30]([C@H:31]2[CH2:33][O:32]2)=[CH:29][CH:28]=[C:27]2[C:23]=1[CH2:24][O:25][C:26]2=[O:34]. (2) The reactants are: [NH2:1][C:2]1[CH:7]=[CH:6][C:5]([C:8]2[N:13]=[C:12]3[NH:14][N:15]=[CH:16][C:11]3=[C:10]([O:17][CH:18]3[CH2:23][CH2:22][CH:21]([OH:24])[CH2:20][CH2:19]3)[N:9]=2)=[CH:4][CH:3]=1.[C:25]([C:27]1[CH:32]=[CH:31][C:30]([CH3:33])=[CH:29][C:28]=1[S:34](Cl)(=[O:36])=[O:35])#[N:26]. Given the product [C:25]([C:27]1[CH:32]=[CH:31][C:30]([CH3:33])=[CH:29][C:28]=1[S:34]([NH:1][C:2]1[CH:7]=[CH:6][C:5]([C:8]2[N:13]=[C:12]3[NH:14][N:15]=[CH:16][C:11]3=[C:10]([O:17][CH:18]3[CH2:19][CH2:20][CH:21]([OH:24])[CH2:22][CH2:23]3)[N:9]=2)=[CH:4][CH:3]=1)(=[O:35])=[O:36])#[N:26], predict the reactants needed to synthesize it. (3) Given the product [CH:1]1([CH2:7][O:8][C:9]2[C:10]3[N:11]([C:15]([C:19]([NH:42][C@H:40]([C:34]4[CH:39]=[CH:38][CH:37]=[CH:36][CH:35]=4)[CH3:41])=[O:21])=[C:16]([CH3:18])[N:17]=3)[CH:12]=[CH:13][CH:14]=2)[CH2:2][CH2:3][CH2:4][CH2:5][CH2:6]1, predict the reactants needed to synthesize it. The reactants are: [CH:1]1([CH2:7][O:8][C:9]2[C:10]3[N:11]([C:15]([C:19]([O:21]N4C5C=CC=CC=5N=N4)=O)=[C:16]([CH3:18])[N:17]=3)[CH:12]=[CH:13][CH:14]=2)[CH2:6][CH2:5][CH2:4][CH2:3][CH2:2]1.ClCCl.[C:34]1([C@@H:40]([NH2:42])[CH3:41])[CH:39]=[CH:38][CH:37]=[CH:36][CH:35]=1.C(N(CC)CC)C. (4) Given the product [Cl:1][C:28]1([CH3:35])[CH:27]=[CH:26][C:25]([F:24])=[CH:30][CH:29]1[S:31]([NH:23][CH2:22][C:11]1[CH2:10][CH:9]([C:6]2[CH:5]=[CH:4][C:3]([Cl:2])=[CH:8][CH:7]=2)[N:13]([C:14]2[CH:19]=[CH:18][C:17]([Cl:20])=[CH:16][C:15]=2[Cl:21])[N:12]=1)(=[O:33])=[O:32], predict the reactants needed to synthesize it. The reactants are: [ClH:1].[Cl:2][C:3]1[CH:8]=[CH:7][C:6]([CH:9]2[N:13]([C:14]3[CH:19]=[CH:18][C:17]([Cl:20])=[CH:16][C:15]=3[Cl:21])[N:12]=[C:11]([CH2:22][NH2:23])[CH2:10]2)=[CH:5][CH:4]=1.[F:24][C:25]1[CH:26]=[CH:27][C:28]([CH3:35])=[C:29]([S:31](Cl)(=[O:33])=[O:32])[CH:30]=1. (5) Given the product [Cl:1][C:2]1[CH:3]=[N:4][C:5]2[N:6]([N:8]=[C:9]([C:11]([N:19]3[CH2:20][CH2:21][C:22]4[NH:14][CH:15]=[CH:16][C:17]=4[CH2:18]3)=[O:13])[CH:10]=2)[CH:7]=1, predict the reactants needed to synthesize it. The reactants are: [Cl:1][C:2]1[CH:3]=[N:4][C:5]2[N:6]([N:8]=[C:9]([C:11]([OH:13])=O)[CH:10]=2)[CH:7]=1.[NH:14]1[C:22]2[CH2:21][CH2:20][NH:19][CH2:18][C:17]=2[CH:16]=[CH:15]1. (6) Given the product [Cl:4][C:5]1[N:6]=[C:7]([NH:2][NH2:3])[C:8]2[S:13][CH:12]=[C:11]([CH3:14])[C:9]=2[N:10]=1, predict the reactants needed to synthesize it. The reactants are: O.[NH2:2][NH2:3].[Cl:4][C:5]1[N:6]=[C:7](Cl)[C:8]2[S:13][CH:12]=[C:11]([CH3:14])[C:9]=2[N:10]=1. (7) The reactants are: [CH3:1][C:2]1([CH3:25])[CH2:11][CH2:10][C:9]([CH3:13])([CH3:12])[C:8]2[CH:7]=[C:6]([C:14]3[N:15]=[C:16]([N:19]4[CH2:24][CH2:23][NH:22][CH2:21][CH2:20]4)[S:17][CH:18]=3)[CH:5]=[CH:4][C:3]1=2.C([O:29][CH2:30][CH2:31][CH2:32][CH2:33]Br)(=O)C.C(=O)([O-])[O-].[K+].[K+]. Given the product [CH3:1][C:2]1([CH3:25])[CH2:11][CH2:10][C:9]([CH3:12])([CH3:13])[C:8]2[CH:7]=[C:6]([C:14]3[N:15]=[C:16]([N:19]4[CH2:20][CH2:21][N:22]([CH2:33][CH2:32][CH2:31][CH2:30][OH:29])[CH2:23][CH2:24]4)[S:17][CH:18]=3)[CH:5]=[CH:4][C:3]1=2, predict the reactants needed to synthesize it. (8) Given the product [N+:10]([C:5]1[CH:6]=[CH:7][CH:8]=[CH:9][C:4]=1[CH2:3][CH2:2][NH2:13])([O-:12])=[O:11], predict the reactants needed to synthesize it. The reactants are: Br[CH2:2][CH2:3][C:4]1[CH:9]=[CH:8][CH:7]=[CH:6][C:5]=1[N+:10]([O-:12])=[O:11].[N-:13]=[N+]=[N-].[Na+].C1C=CC(P(C2C=CC=CC=2)C2C=CC=CC=2)=CC=1.